This data is from Catalyst prediction with 721,799 reactions and 888 catalyst types from USPTO. The task is: Predict which catalyst facilitates the given reaction. (1) Reactant: [CH3:1][O:2][C:3]1[CH:4]=[C:5]([NH:11][C:12](=O)[CH2:13][C:14]2[CH:19]=[CH:18][C:17]([C:20]([F:23])([F:22])[F:21])=[CH:16][CH:15]=2)[CH:6]=[CH:7][C:8]=1[O:9][CH3:10].[H-].[H-].[H-].[H-].[Li+].[Al+3].O.Cl. Product: [CH3:1][O:2][C:3]1[CH:4]=[C:5]([NH:11][CH2:12][CH2:13][C:14]2[CH:19]=[CH:18][C:17]([C:20]([F:21])([F:23])[F:22])=[CH:16][CH:15]=2)[CH:6]=[CH:7][C:8]=1[O:9][CH3:10]. The catalyst class is: 1. (2) Reactant: [Cl:1][C:2]1[CH:3]=[C:4]2[C:9](=[CH:10][CH:11]=1)[N:8]=[C:7]([N:12]1[CH2:17][CH2:16][CH:15]([CH2:18][CH2:19][NH2:20])[CH2:14][CH2:13]1)[CH:6]=[CH:5]2.Cl[C:22]([O:24][C:25]1[CH:30]=[CH:29][C:28]([N+:31]([O-:33])=[O:32])=[CH:27][CH:26]=1)=[O:23].C(N(CC)C(C)C)(C)C.C(OC(C)C)(C)C. Product: [Cl:1][C:2]1[CH:3]=[C:4]2[C:9](=[CH:10][CH:11]=1)[N:8]=[C:7]([N:12]1[CH2:13][CH2:14][CH:15]([CH2:18][CH2:19][NH:20][C:22](=[O:23])[O:24][C:25]3[CH:26]=[CH:27][C:28]([N+:31]([O-:33])=[O:32])=[CH:29][CH:30]=3)[CH2:16][CH2:17]1)[CH:6]=[CH:5]2. The catalyst class is: 81. (3) Reactant: ClC1C=CC=C(C(OO)=[O:9])C=1.[Cl:12][C:13]1[CH:18]=[CH:17][C:16]([N:19]([CH3:27])[C:20](=[O:26])[O:21][CH2:22][C:23]([CH3:25])=[CH2:24])=[CH:15][CH:14]=1.S([O-])([O-])(=O)=S.[Na+].[Na+]. Product: [Cl:12][C:13]1[CH:14]=[CH:15][C:16]([N:19]([CH3:27])[C:20](=[O:26])[O:21][CH2:22][C:23]2([CH3:25])[CH2:24][O:9]2)=[CH:17][CH:18]=1. The catalyst class is: 2. (4) Reactant: C1(C(C2C=CC=CC=2)[N:8]2[C:16]3[C:11](=[CH:12][CH:13]=[CH:14][CH:15]=3)[C@@:10]3([C:28]4[C:19](=[CH:20][C:21]5[O:26][CH2:25][CH2:24][O:23][C:22]=5[CH:27]=4)[O:18][CH2:17]3)[C:9]2=[O:29])C=CC=CC=1.C([SiH](CC)CC)C. Product: [NH:8]1[C:16]2[C:11](=[CH:12][CH:13]=[CH:14][CH:15]=2)[C@@:10]2([C:28]3[C:19](=[CH:20][C:21]4[O:26][CH2:25][CH2:24][O:23][C:22]=4[CH:27]=3)[O:18][CH2:17]2)[C:9]1=[O:29]. The catalyst class is: 55. (5) Reactant: Br[C:2]1[CH:7]=[CH:6][C:5]([C:8]([F:11])([F:10])[F:9])=[CH:4][CH:3]=1.[Mg].II.[N:15]1[CH:20]=[CH:19][N:18]=[C:17]2[CH:21]=[N:22][CH:23]=[CH:24][C:16]=12.Cl[C:26]([O:28][CH2:29][CH3:30])=[O:27].N#N. Product: [F:9][C:8]([F:11])([F:10])[C:5]1[CH:6]=[CH:7][C:2]([CH:21]2[C:17]3=[N:18][CH:19]=[CH:20][N:15]=[C:16]3[CH:24]=[CH:23][N:22]2[C:26]([O:28][CH2:29][CH3:30])=[O:27])=[CH:3][CH:4]=1. The catalyst class is: 1. (6) Reactant: [Cl:1][CH:2]([CH2:6][O:7][CH2:8][C:9]1[CH:14]=[CH:13][CH:12]=[CH:11][CH:10]=1)[C:3](Cl)=[O:4].C1(C)C=CC(S(O)(=O)=O)=CC=1.[CH2:26]([O:33][C:34](=[O:37])[CH2:35][NH2:36])[C:27]1[CH:32]=[CH:31][CH:30]=[CH:29][CH:28]=1.C(N(CC)CC)C.Cl. Product: [CH2:8]([O:7][CH2:6][CH:2]([Cl:1])[C:3](=[O:4])[NH:36][CH2:35][C:34]([O:33][CH2:26][C:27]1[CH:32]=[CH:31][CH:30]=[CH:29][CH:28]=1)=[O:37])[C:9]1[CH:14]=[CH:13][CH:12]=[CH:11][CH:10]=1. The catalyst class is: 34. (7) Reactant: Cl.[NH2:2][CH:3]([C:5]1[N:6]=[C:7]2[S:22][CH:21]=[C:20]([CH3:23])[N:8]2[C:9](=[O:19])[C:10]=1[C:11]1[CH:16]=[C:15]([F:17])[CH:14]=[C:13]([F:18])[CH:12]=1)[CH3:4].Cl[C:25]1[N:30]=[CH:29][NH:28][C:27]2=[N:31][CH:32]=[CH:33][C:26]=12.C(N(CC)C(C)C)(C)C. Product: [F:18][C:13]1[CH:12]=[C:11]([C:10]2[C:9](=[O:19])[N:8]3[C:20]([CH3:23])=[CH:21][S:22][C:7]3=[N:6][C:5]=2[CH:3]([NH:2][C:25]2[C:26]3[CH:33]=[CH:32][NH:31][C:27]=3[N:28]=[CH:29][N:30]=2)[CH3:4])[CH:16]=[C:15]([F:17])[CH:14]=1. The catalyst class is: 32. (8) Reactant: [OH:1][C@H:2]1[CH2:6][NH:5][CH2:4][C@H:3]1[CH2:7][NH:8][C:9](=[O:18])[O:10][CH2:11][C:12]1[CH:17]=[CH:16][CH:15]=[CH:14][CH:13]=1.[CH3:19][O:20][C:21]1[CH:30]=[C:29]2[C:24]([CH:25]=[CH:26][C:27](=[O:34])[N:28]2[CH2:31][CH:32]=O)=[CH:23][CH:22]=1.C(=O)([O-])[O-].[Na+].[Na+].C(O[BH-](OC(=O)C)OC(=O)C)(=O)C.[Na+]. The catalyst class is: 61. Product: [OH:1][C@H:2]1[CH2:6][N:5]([CH2:32][CH2:31][N:28]2[C:29]3[C:24](=[CH:23][CH:22]=[C:21]([O:20][CH3:19])[CH:30]=3)[CH:25]=[CH:26][C:27]2=[O:34])[CH2:4][C@H:3]1[CH2:7][NH:8][C:9](=[O:18])[O:10][CH2:11][C:12]1[CH:17]=[CH:16][CH:15]=[CH:14][CH:13]=1. (9) Reactant: [F:1][C:2]1[CH:3]=[C:4](B(O)O)[CH:5]=[CH:6][C:7]=1[CH3:8].Cl[C:13]1[C:22]2[C:17](=[CH:18][CH:19]=[CH:20][CH:21]=2)[C:16]([NH:23][C:24]2[CH:29]=[CH:28][C:27]([S:30][C:31]3[CH:36]=[CH:35][N:34]=[C:33]4[CH:37]=[C:38]([Si](C)(C)C)[O:39][C:32]=34)=[CH:26][CH:25]=2)=[N:15][N:14]=1.C(=O)([O-])[O-].[Na+].[Na+].CCCC[N+](CCCC)(CCCC)CCCC.[F-]. Product: [F:1][C:2]1[CH:3]=[C:4]([C:13]2[C:22]3[C:17](=[CH:18][CH:19]=[CH:20][CH:21]=3)[C:16]([NH:23][C:24]3[CH:29]=[CH:28][C:27]([S:30][C:31]4[CH:36]=[CH:35][N:34]=[C:33]5[CH:37]=[CH:38][O:39][C:32]=45)=[CH:26][CH:25]=3)=[N:15][N:14]=2)[CH:5]=[CH:6][C:7]=1[CH3:8]. The catalyst class is: 398. (10) Reactant: [C@H:1]12[CH2:7][C@H:4]([NH:5][CH2:6]1)[CH2:3][N:2]2[C:8]([O:10][C:11]([CH3:14])([CH3:13])[CH3:12])=[O:9].[Cl:15][C:16]1[CH:21]=[C:20](F)[CH:19]=[CH:18][C:17]=1[C:23](=[O:25])[CH3:24].C(=O)([O-])[O-].[K+].[K+]. Product: [C:23]([C:17]1[CH:18]=[CH:19][C:20]([N:5]2[CH2:6][C@@H:1]3[CH2:7][C@H:4]2[CH2:3][N:2]3[C:8]([O:10][C:11]([CH3:14])([CH3:13])[CH3:12])=[O:9])=[CH:21][C:16]=1[Cl:15])(=[O:25])[CH3:24]. The catalyst class is: 85.